Dataset: Catalyst prediction with 721,799 reactions and 888 catalyst types from USPTO. Task: Predict which catalyst facilitates the given reaction. Reactant: Cl[C:2]1[C:3](=[O:29])[N:4]([CH2:14][C:15]2[CH:16]=[CH:17][C:18]([NH:21]C(=O)[O:23][C:24]([CH3:27])(C)C)=[N:19][CH:20]=2)[C:5](=[O:13])[C:6]=1[C:7]1[CH:12]=[CH:11][CH:10]=[CH:9][CH:8]=1.[O:30]1[CH2:35][CH2:34][N:33]([C:36]2[CH:42]=[CH:41][C:39]([NH2:40])=[CH:38][CH:37]=2)[CH2:32][CH2:31]1.CC#N. Product: [C:24]([O-:30])(=[O:23])[CH3:27].[NH4+:4].[NH2:21][C:18]1[N:19]=[CH:20][C:15]([CH2:14][N:4]2[C:5](=[O:13])[C:6]([C:7]3[CH:8]=[CH:9][CH:10]=[CH:11][CH:12]=3)=[C:2]([NH:40][C:39]3[CH:41]=[CH:42][C:36]([N:33]4[CH2:32][CH2:31][O:30][CH2:35][CH2:34]4)=[CH:37][CH:38]=3)[C:3]2=[O:29])=[CH:16][CH:17]=1. The catalyst class is: 3.